Dataset: Forward reaction prediction with 1.9M reactions from USPTO patents (1976-2016). Task: Predict the product of the given reaction. (1) Given the reactants Cl[C:2]1[C:3](=[O:17])[N:4]([C:9]2[CH:14]=[CH:13][C:12]([Cl:15])=[C:11]([F:16])[CH:10]=2)[C:5](=[O:8])[C:6]=1[Cl:7].[NH:18]1[CH2:23][CH2:22][O:21][CH2:20][CH2:19]1, predict the reaction product. The product is: [Cl:7][C:6]1[C:5](=[O:8])[N:4]([C:9]2[CH:14]=[CH:13][C:12]([Cl:15])=[C:11]([F:16])[CH:10]=2)[C:3](=[O:17])[C:2]=1[N:18]1[CH2:23][CH2:22][O:21][CH2:20][CH2:19]1. (2) Given the reactants [CH2:1]([O:4][C@H:5]1[CH2:30][CH2:29][C@@:28]2([CH3:31])[CH:7]([CH2:8][CH2:9][C@@H:10]3[C@@H:27]2[CH2:26][CH2:25][C@@:24]2([CH3:32])[C@H:11]3[CH2:12][CH2:13][C@@H:14]2[C@H:15]([CH3:23])[CH2:16][CH2:17][CH2:18][CH:19]([CH3:22])[CH2:20]O)[CH2:6]1)[C:2]#[CH:3].[C:33]([O:36][C@H:37]1[C@@H:42]([O:43][C:44](=[O:46])[CH3:45])[C@H:41]([O:47][C:48](=[O:50])[CH3:49])[C@@H:40]([CH2:51][O:52][C:53](=[O:55])[CH3:54])[O:39][C@@H:38]1[O:56][C@H:57]1[C@H:62]([O:63][C:64](=[O:66])[CH3:65])[C@@H:61]([CH2:67][O:68][C:69](=[O:71])[CH3:70])[O:60][C@H:59]([O:72][C@H:73]2[C@@H:85]([O:86][C:87](=[O:89])[CH3:88])[C@H:84]([O:90][C:91](=[O:93])[CH3:92])[C@@H:83]([CH2:94][O:95][C:96](=[O:98])[CH3:97])[O:82][C@@H:74]2[O:75][CH2:76][CH2:77][CH2:78][N:79]=[N+:80]=[N-:81])[C@H:58]1[O:99][C:100](=[O:102])[CH3:101])(=[O:35])[CH3:34].O=C1O[C@H]([C@H](CO)O)C([O-])=C1O.[Na+].[N-]=[N+]=[N-], predict the reaction product. The product is: [C:33]([O:36][C@H:37]1[C@@H:42]([O:43][C:44](=[O:46])[CH3:45])[C@H:41]([O:47][C:48](=[O:50])[CH3:49])[C@@H:40]([CH2:51][O:52][C:53](=[O:55])[CH3:54])[O:39][C@@H:38]1[O:56][C@H:57]1[C@H:62]([O:63][C:64](=[O:66])[CH3:65])[C@@H:61]([CH2:67][O:68][C:69](=[O:71])[CH3:70])[O:60][C@H:59]([O:72][C@H:73]2[C@@H:85]([O:86][C:87](=[O:89])[CH3:88])[C@H:84]([O:90][C:91](=[O:93])[CH3:92])[C@@H:83]([CH2:94][O:95][C:96](=[O:98])[CH3:97])[O:82][C@@H:74]2[O:75][CH2:76][CH2:77][CH2:78][N:79]2[CH:3]=[C:2]([CH2:1][O:4][CH:5]3[CH2:30][CH2:29][C@@:28]4([CH3:31])[CH:7]([CH2:8][CH2:9][C@@H:10]5[C@@H:27]4[CH2:26][CH2:25][C@@:24]4([CH3:32])[C@H:11]5[CH2:12][CH2:13][C@@H:14]4[C@H:15]([CH3:23])[CH2:16][CH2:17][CH2:18][CH:19]([CH3:20])[CH3:22])[CH2:6]3)[N:81]=[N:80]2)[C@H:58]1[O:99][C:100](=[O:102])[CH3:101])(=[O:35])[CH3:34]. (3) The product is: [Cl:1][C:2]([F:26])([F:25])[O:3][C:4]1[CH:9]=[CH:8][C:7]([NH:10][C:11](=[O:24])[C:12]2[CH:17]=[C:16]([C:32]3[NH:31][N:30]=[CH:29][C:28]=3[F:27])[C:15]([N:19]3[CH2:22][CH:21]([OH:23])[CH2:20]3)=[N:14][CH:13]=2)=[CH:6][CH:5]=1. Given the reactants [Cl:1][C:2]([F:26])([F:25])[O:3][C:4]1[CH:9]=[CH:8][C:7]([NH:10][C:11](=[O:24])[C:12]2[CH:17]=[C:16](I)[C:15]([N:19]3[CH2:22][CH:21]([OH:23])[CH2:20]3)=[N:14][CH:13]=2)=[CH:6][CH:5]=1.[F:27][C:28]1[CH:29]=[N:30][NH:31][C:32]=1[Sn](CCCC)(CCCC)CCCC, predict the reaction product. (4) Given the reactants [NH2:1][C:2]1[CH:3]=[C:4]([CH:7]=[C:8]([F:10])[CH:9]=1)[C:5]#[N:6].Br.Br[CH:13]([C:15]1[CH:16]=[C:17]([C:32]([N:34]([CH3:36])[CH3:35])=[O:33])[CH:18]=[C:19]2[C:24]=1[O:23][C:22]([N:25]1[CH2:30][CH2:29][O:28][CH2:27][CH2:26]1)=[CH:21][C:20]2=[O:31])[CH3:14], predict the reaction product. The product is: [C:5]([C:4]1[CH:3]=[C:2]([NH:1][CH:13]([C:15]2[CH:16]=[C:17]([C:32]([N:34]([CH3:36])[CH3:35])=[O:33])[CH:18]=[C:19]3[C:24]=2[O:23][C:22]([N:25]2[CH2:30][CH2:29][O:28][CH2:27][CH2:26]2)=[CH:21][C:20]3=[O:31])[CH3:14])[CH:9]=[C:8]([F:10])[CH:7]=1)#[N:6]. (5) The product is: [C:3]1([NH:9][C:10]2[O:11][C:12]3[CH:18]=[C:17]([CH2:19][C:20]([OH:22])=[O:21])[CH:16]=[CH:15][C:13]=3[N:14]=2)[CH:4]=[CH:5][CH:6]=[CH:7][CH:8]=1. Given the reactants CO.[C:3]1([NH:9][C:10]2[O:11][C:12]3[CH:18]=[C:17]([CH2:19][C:20]([O:22]C)=[O:21])[CH:16]=[CH:15][C:13]=3[N:14]=2)[CH:8]=[CH:7][CH:6]=[CH:5][CH:4]=1.[OH-].[Na+], predict the reaction product. (6) Given the reactants [Br:1][C:2]1[CH:3]=[CH:4][C:5]([O:9][CH3:10])=[C:6]([OH:8])[CH:7]=1.C(O)(C(F)(F)F)=O.C1C(=O)N([Cl:25])C(=O)C1, predict the reaction product. The product is: [Br:1][C:2]1[C:3]([Cl:25])=[CH:4][C:5]([O:9][CH3:10])=[C:6]([OH:8])[CH:7]=1. (7) Given the reactants [F:1][C:2]([F:32])([F:31])[C:3]1[CH:26]=[C:25]([C:27]([F:30])([F:29])[F:28])[CH:24]=[CH:23][C:4]=1[CH2:5][O:6][C:7]1[CH:12]=[CH:11][C:10](/[CH:13]=[C:14]2/[C:15](=S)[NH:16][C:17](=[O:19])[S:18]/2)=[CH:9][C:8]=1[O:21][CH3:22].[NH3:33].CO, predict the reaction product. The product is: [NH2:33][C:15]1=[N:16][C:17](=[O:19])[S:18]/[C:14]/1=[CH:13]\[C:10]1[CH:11]=[CH:12][C:7]([O:6][CH2:5][C:4]2[CH:23]=[CH:24][C:25]([C:27]([F:28])([F:30])[F:29])=[CH:26][C:3]=2[C:2]([F:1])([F:32])[F:31])=[C:8]([O:21][CH3:22])[CH:9]=1. (8) Given the reactants [F:1][C:2]([F:35])([F:34])[C:3]1[CH:8]=[CH:7][C:6]([NH:9][C:10]2[C:11]3[CH2:23][CH2:22][N:21]([C:24]4[C:29]([S:30]([CH3:33])(=[O:32])=[O:31])=[CH:28][CH:27]=[CH:26][N:25]=4)[CH2:20][C:12]=3[N:13]=[C:14](S(C)(=O)=O)[N:15]=2)=[CH:5][CH:4]=1.[O-:36][CH2:37][CH3:38].[Na+], predict the reaction product. The product is: [CH2:37]([O:36][C:14]1[N:15]=[C:10]([NH:9][C:6]2[CH:5]=[CH:4][C:3]([C:2]([F:1])([F:35])[F:34])=[CH:8][CH:7]=2)[C:11]2[CH2:23][CH2:22][N:21]([C:24]3[C:29]([S:30]([CH3:33])(=[O:32])=[O:31])=[CH:28][CH:27]=[CH:26][N:25]=3)[CH2:20][C:12]=2[N:13]=1)[CH3:38]. (9) Given the reactants [CH2:1]([O:8][C:9]1[CH:14]=[CH:13][CH:12]=[C:11](Br)[CH:10]=1)[C:2]1[CH:7]=[CH:6][CH:5]=[CH:4][CH:3]=1.C(O)(CC)(C)C.[O-]P([O-])([O-])=O.[K+].[K+].[K+].[C:30]1(=[O:37])[CH2:35][CH2:34][CH2:33][C:32](=[O:36])[CH2:31]1, predict the reaction product. The product is: [CH2:1]([O:8][C:9]1[CH:10]=[C:11]([CH:31]2[C:32](=[O:36])[CH2:33][CH2:34][CH2:35][C:30]2=[O:37])[CH:12]=[CH:13][CH:14]=1)[C:2]1[CH:7]=[CH:6][CH:5]=[CH:4][CH:3]=1.